This data is from Reaction yield outcomes from USPTO patents with 853,638 reactions. The task is: Predict the reaction yield, written as a fraction of the theoretical maximum amount of product (1.0 means a 100% yield; for example, 0.34 means a 34% yield). (1) The reactants are [F:1][C:2]1[CH:8]=[CH:7][C:6]([F:9])=[CH:5][C:3]=1[NH2:4].Br[CH:11]([C:17]1[CH:22]=[CH:21][CH:20]=[CH:19][CH:18]=1)[C:12]([O:14][CH2:15][CH3:16])=[O:13].CCN(C(C)C)C(C)C. The catalyst is C(#N)C. The product is [F:1][C:2]1[CH:8]=[CH:7][C:6]([F:9])=[CH:5][C:3]=1[NH:4][CH:11]([C:17]1[CH:22]=[CH:21][CH:20]=[CH:19][CH:18]=1)[C:12]([O:14][CH2:15][CH3:16])=[O:13]. The yield is 0.670. (2) The reactants are [F:1][C:2]1[CH:28]=[CH:27][C:5]([C:6]([N:8]2[CH2:13][CH2:12][CH2:11][C@H:10]([C:14]([NH:16][NH:17][C:18](=O)[C:19]3[CH:24]=[CH:23][C:22]([F:25])=[CH:21][CH:20]=3)=[O:15])[CH2:9]2)=[O:7])=[CH:4][CH:3]=1.C1(C)C=CC(S(Cl)(=O)=O)=CC=1.C(N=P1(N(CC)CC)N(C)CCCN1C)(C)(C)C. The catalyst is O1CCCC1. The product is [F:1][C:2]1[CH:28]=[CH:27][C:5]([C:6]([N:8]2[CH2:13][CH2:12][CH2:11][CH:10]([C:14]3[O:15][C:18]([C:19]4[CH:20]=[CH:21][C:22]([F:25])=[CH:23][CH:24]=4)=[N:17][N:16]=3)[CH2:9]2)=[O:7])=[CH:4][CH:3]=1. The yield is 0.850. (3) The reactants are [N:1]1[CH:6]=[CH:5][CH:4]=[C:3]([C:7]2[CH:8]=[C:9]3[C:15]([C:16]4[N:21]=[C:20]([N:22]5[CH2:27][CH2:26][CH2:25][C@@H:24]([OH:28])[CH2:23]5)[CH:19]=[CH:18][CH:17]=4)=[N:14][N:13](COCC[Si](C)(C)C)[C:10]3=[CH:11][N:12]=2)[CH:2]=1.Cl. The catalyst is O1CCOCC1. The product is [N:1]1[CH:6]=[CH:5][CH:4]=[C:3]([C:7]2[CH:8]=[C:9]3[C:15]([C:16]4[N:21]=[C:20]([N:22]5[CH2:27][CH2:26][CH2:25][C@@H:24]([OH:28])[CH2:23]5)[CH:19]=[CH:18][CH:17]=4)=[N:14][NH:13][C:10]3=[CH:11][N:12]=2)[CH:2]=1. The yield is 0.450. (4) The reactants are CON(C)[C:4]([CH:6]1[CH2:9][C:8]([O:12][CH3:13])([O:10][CH3:11])[CH2:7]1)=[O:5].[CH2:15]([Mg]Br)[CH2:16][CH:17]=[CH2:18]. The catalyst is C1COCC1. The product is [CH3:13][O:12][C:8]1([O:10][CH3:11])[CH2:7][CH:6]([C:4](=[O:5])[CH2:18][CH2:17][CH:16]=[CH2:15])[CH2:9]1. The yield is 0.920. (5) The catalyst is C(O)C.O.[Fe]. The yield is 0.787. The product is [C:1]([Si:5]([CH3:23])([CH3:22])[O:6][CH2:7][CH2:8][N:9]1[C:17]2[C:12](=[CH:13][C:14]([CH3:21])=[C:15]([NH2:18])[CH:16]=2)[CH:11]=[N:10]1)([CH3:4])([CH3:3])[CH3:2]. The reactants are [C:1]([Si:5]([CH3:23])([CH3:22])[O:6][CH2:7][CH2:8][N:9]1[C:17]2[C:12](=[CH:13][C:14]([CH3:21])=[C:15]([N+:18]([O-])=O)[CH:16]=2)[CH:11]=[N:10]1)([CH3:4])([CH3:3])[CH3:2].[Cl-].[NH4+]. (6) The reactants are [Si:1]([O:8][C:9]1[C:10]([F:24])=[C:11](B(O)O)[CH:12]=[CH:13][C:14]=1[CH:15]1[CH2:20][CH2:19][CH2:18][CH2:17][CH2:16]1)([C:4]([CH3:7])([CH3:6])[CH3:5])([CH3:3])[CH3:2].Br[C:26]1[N:27]=[CH:28][C:29]([NH2:32])=[N:30][CH:31]=1.C([O-])([O-])=O.[K+].[K+]. The catalyst is C1C=CC(P(C2C=CC=CC=2)[C-]2C=CC=C2)=CC=1.C1C=CC(P(C2C=CC=CC=2)[C-]2C=CC=C2)=CC=1.Cl[Pd]Cl.[Fe+2]. The product is [Si:1]([O:8][C:9]1[C:10]([F:24])=[C:11]([C:26]2[N:27]=[CH:28][C:29]([NH2:32])=[N:30][CH:31]=2)[CH:12]=[CH:13][C:14]=1[CH:15]1[CH2:20][CH2:19][CH2:18][CH2:17][CH2:16]1)([C:4]([CH3:7])([CH3:6])[CH3:5])([CH3:3])[CH3:2]. The yield is 1.00. (7) The reactants are FC1C=CC(CN)=CC=1.[F:10][C:11]1[CH:12]=[C:13]([CH:16]=[CH:17][C:18]=1[F:19])[CH2:14][NH2:15].[CH2:20]([N:27]1[CH2:31][CH2:30][N:29]([C:32]2[S:33][C:34]([C:38](O)=[O:39])=[C:35]([CH3:37])[N:36]=2)[C:28]1=[O:41])[C:21]1[CH:26]=[CH:25][CH:24]=[CH:23][CH:22]=1. No catalyst specified. The product is [CH2:20]([N:27]1[CH2:31][CH2:30][N:29]([C:32]2[S:33][C:34]([C:38]([NH:15][CH2:14][C:13]3[CH:16]=[CH:17][C:18]([F:19])=[C:11]([F:10])[CH:12]=3)=[O:39])=[C:35]([CH3:37])[N:36]=2)[C:28]1=[O:41])[C:21]1[CH:26]=[CH:25][CH:24]=[CH:23][CH:22]=1. The yield is 0.430. (8) The reactants are [C:1]1(C2C=CC=CC=2)[CH:6]=[CH:5][C:4]([CH2:7][N:8]([CH2:16][CH2:17][CH2:18][N:19]([CH2:29][C:30]2[CH:35]=[CH:34][C:33](C3C=CC=CC=3)=[CH:32][CH:31]=2)[C:20]([O:22][CH2:23][C:24]2[S:28][CH:27]=[N:26][CH:25]=2)=[O:21])[C:9](=[O:15])[O:10][C:11](C)(C)C)=[CH:3][CH:2]=1.C(N(C(C)C)CC)(C)C.ClC(OC)=O. No catalyst specified. The product is [CH2:7]([N:8]([CH2:16][CH2:17][CH2:18][N:19]([CH2:29][C:30]1[CH:31]=[CH:32][CH:33]=[CH:34][CH:35]=1)[C:20]([O:22][CH2:23][C:24]1[S:28][CH:27]=[N:26][CH:25]=1)=[O:21])[C:9](=[O:15])[O:10][CH3:11])[C:4]1[CH:5]=[CH:6][CH:1]=[CH:2][CH:3]=1. The yield is 0.540. (9) The reactants are [F:1][C:2]1[C:3]([C:9]#[N:10])=[N:4][CH:5]=[C:6]([F:8])[CH:7]=1.[ClH:11]. The catalyst is [Pd].C(O)C.O1CCCC1. The product is [ClH:11].[F:1][C:2]1[C:3]([CH2:9][NH2:10])=[N:4][CH:5]=[C:6]([F:8])[CH:7]=1. The yield is 1.00. (10) The reactants are [OH:1][C:2]1[C:3]([O:21][CH3:22])=[CH:4][C:5]2[C:18](=[O:19])[N:10]3[C:11]4[C:16]([CH2:17][CH:9]3[CH2:8][NH:7][C:6]=2[CH:20]=1)=[CH:15][CH:14]=[CH:13][CH:12]=4.[C:23](O[C:23]([O:25][C:26]([CH3:29])([CH3:28])[CH3:27])=[O:24])([O:25][C:26]([CH3:29])([CH3:28])[CH3:27])=[O:24].C(N(CC)CC)C. The catalyst is CO.CN(C1C=CN=CC=1)C. The product is [OH:1][C:2]1[C:3]([O:21][CH3:22])=[CH:4][C:5]2[C:18](=[O:19])[N:10]3[C:11]4[C:16]([CH2:17][CH:9]3[CH2:8][N:7]([C:23]([O:25][C:26]([CH3:29])([CH3:28])[CH3:27])=[O:24])[C:6]=2[CH:20]=1)=[CH:15][CH:14]=[CH:13][CH:12]=4. The yield is 0.520.